Predict the product of the given reaction. From a dataset of Forward reaction prediction with 1.9M reactions from USPTO patents (1976-2016). (1) The product is: [CH3:24][O:23][C:17]1[CH:16]=[C:15]([N:13]([CH3:14])[C:11]2[C:10]3[C:5](=[CH:6][CH:7]=[CH:8][CH:9]=3)[N:4]=[C:3]([N:28]([CH3:29])[CH3:27])[N:12]=2)[CH:20]=[CH:19][C:18]=1[O:21][CH3:22]. Given the reactants Cl.Cl[C:3]1[N:12]=[C:11]([N:13]([C:15]2[CH:20]=[CH:19][C:18]([O:21][CH3:22])=[C:17]([O:23][CH3:24])[CH:16]=2)[CH3:14])[C:10]2[C:5](=[CH:6][CH:7]=[CH:8][CH:9]=2)[N:4]=1.[F-].[NH4+].[CH3:27][N:28](C=O)[CH3:29], predict the reaction product. (2) Given the reactants Br[C:2]1[CH:3]=[C:4]([CH:25]=[CH:26][N:27]=1)[C:5]([NH:7][C:8]1[S:9][C:10]2[C:16]([N:17]3[CH2:22][CH2:21][O:20][CH2:19][CH2:18]3)=[CH:15][CH:14]=[C:13]([O:23][CH3:24])[C:11]=2[N:12]=1)=[O:6].C(=O)([O-])[O-].[Cs+].[Cs+].[CH3:34][N:35]([CH3:39])[CH2:36][CH2:37][NH2:38], predict the reaction product. The product is: [CH3:34][N:35]([CH3:39])[CH2:36][CH2:37][NH:38][C:2]1[CH:3]=[C:4]([CH:25]=[CH:26][N:27]=1)[C:5]([NH:7][C:8]1[S:9][C:10]2[C:16]([N:17]3[CH2:18][CH2:19][O:20][CH2:21][CH2:22]3)=[CH:15][CH:14]=[C:13]([O:23][CH3:24])[C:11]=2[N:12]=1)=[O:6]. (3) Given the reactants [O:1]=[C:2]1[C:7]2[C:8]([C:18]3[CH:19]=[C:20]([C:23]([NH2:25])=[O:24])[S:21][CH:22]=3)=[N:9][N:10]([CH:11]3[CH2:16][CH2:15][C:14](=[O:17])[CH2:13][CH2:12]3)[C:6]=2[CH:5]=[CH:4][NH:3]1.Cl, predict the reaction product. The product is: [OH:17][C:14]1([C:11]2[CH:16]=[CH:15][CH:14]=[CH:13][CH:12]=2)[CH2:13][CH2:12][CH:11]([N:10]2[C:6]3[CH:5]=[CH:4][NH:3][C:2](=[O:1])[C:7]=3[C:8]([C:18]3[CH:19]=[C:20]([C:23]([NH2:25])=[O:24])[S:21][CH:22]=3)=[N:9]2)[CH2:16][CH2:15]1. (4) Given the reactants [CH2:1]([O:3][C:4]1[CH:5]=[C:6]([NH:10][C:11]([C:13]2[CH:18]=[CH:17][C:16]([CH3:19])=[CH:15][CH:14]=2)=[NH:12])[CH:7]=[CH:8][CH:9]=1)[CH3:2].C[Si]([N-][Si](C)(C)C)(C)C.[Na+].C([O:32][C:33]1C=C(C=[CH:38][CH:39]=1)N)C.C1(C)C=CC(C#N)=CC=1.[O:49]1CCCC1, predict the reaction product. The product is: [CH2:1]([O:3][C:4]1[CH:5]=[C:6]([N:10]2[CH:38]=[C:39]([C:33]([OH:32])=[O:49])[N:12]=[C:11]2[C:13]2[CH:14]=[CH:15][C:16]([CH3:19])=[CH:17][CH:18]=2)[CH:7]=[CH:8][CH:9]=1)[CH3:2]. (5) The product is: [NH2:1][CH2:2][CH2:3][O:4][CH2:5][CH2:6][N:7]1[C:19]2[C:18]3[CH2:17][CH2:16][CH2:15][CH2:14][C:13]=3[N:12]=[CH:11][C:10]=2[N:9]=[C:8]1[CH2:21][CH2:22][O:23][CH3:24]. Given the reactants [NH2:1][CH2:2][CH2:3][O:4][CH2:5][CH2:6][N:7]1[C:19]2[C:18]3[CH:17]=[CH:16][CH:15]=[CH:14][C:13]=3[N:12]=[C:11](N)[C:10]=2[N:9]=[C:8]1[CH2:21][CH2:22][O:23][CH3:24].[OH-].[Na+], predict the reaction product. (6) Given the reactants [CH2:1]([O:3][C:4]([C:6]1[CH:7]=[N:8][N:9]2[C:14]([OH:15])=[C:13]([C:16]([OH:18])=O)[CH:12]=[N:11][C:10]=12)=[O:5])[CH3:2].[CH3:19][C:20]1([C:26]2[CH:31]=[CH:30][CH:29]=[CH:28][CH:27]=2)[CH2:25][CH2:24][NH:23][CH2:22][CH2:21]1, predict the reaction product. The product is: [CH2:1]([O:3][C:4]([C:6]1[CH:7]=[N:8][N:9]2[C:14]([OH:15])=[C:13]([C:16]([N:23]3[CH2:24][CH2:25][C:20]([CH3:19])([C:26]4[CH:31]=[CH:30][CH:29]=[CH:28][CH:27]=4)[CH2:21][CH2:22]3)=[O:18])[CH:12]=[N:11][C:10]=12)=[O:5])[CH3:2]. (7) Given the reactants Br[C:2]1[CH:7]=[CH:6][C:5]([C:8](=[C:16]2[CH2:21][CH2:20][O:19][CH2:18][CH2:17]2)[C:9]2[CH:14]=[CH:13][C:12]([OH:15])=[CH:11][CH:10]=2)=[CH:4][CH:3]=1.[C:22]([O:26][C:27]([CH3:30])([CH3:29])[CH3:28])(=[O:25])[CH:23]=[CH2:24].CC1C=CC=CC=1P(C1C=CC=CC=1C)C1C=CC=CC=1C.CCN(CC)CC, predict the reaction product. The product is: [OH:15][C:12]1[CH:13]=[CH:14][C:9]([C:8](=[C:16]2[CH2:21][CH2:20][O:19][CH2:18][CH2:17]2)[C:5]2[CH:6]=[CH:7][C:2](/[CH:24]=[CH:23]/[C:22]([O:26][C:27]([CH3:30])([CH3:29])[CH3:28])=[O:25])=[CH:3][CH:4]=2)=[CH:10][CH:11]=1.